Task: Predict the reaction yield, written as a fraction of the theoretical maximum amount of product (1.0 means a 100% yield; for example, 0.34 means a 34% yield).. Dataset: Reaction yield outcomes from USPTO patents with 853,638 reactions (1) The reactants are C([NH:5][S:6]([C:9]1[CH:14]=[CH:13][CH:12]=[C:11]([C:15]2[CH:20]=[C:19]([C:21]3[N:26]=[C:25]([C:27]4[CH:32]=[CH:31][C:30]([Cl:33])=[C:29]([CH3:34])[CH:28]=4)[CH:24]=[C:23]([C:35]([F:38])([F:37])[F:36])[N:22]=3)[CH:18]=[CH:17][N:16]=2)[CH:10]=1)(=[O:8])=[O:7])(C)(C)C.C(O)(C(F)(F)F)=O. The catalyst is ClCCl. The product is [Cl:33][C:30]1[CH:31]=[CH:32][C:27]([C:25]2[CH:24]=[C:23]([C:35]([F:37])([F:38])[F:36])[N:22]=[C:21]([C:19]3[CH:18]=[CH:17][N:16]=[C:15]([C:11]4[CH:10]=[C:9]([S:6]([NH2:5])(=[O:8])=[O:7])[CH:14]=[CH:13][CH:12]=4)[CH:20]=3)[N:26]=2)=[CH:28][C:29]=1[CH3:34]. The yield is 0.550. (2) The reactants are [CH3:1][C:2]1[CH:11]=[CH:10][C:9]2[C:4](=[CH:5][CH:6]=[CH:7][C:8]=2[N:12]2[CH2:17][CH2:16][N:15]([CH2:18][CH2:19][C:20]3[CH:21]=[C:22]([CH:24]=[CH:25][CH:26]=3)[NH2:23])[CH2:14][CH2:13]2)[N:3]=1.[N:27]1[CH:32]=[CH:31][N:30]=[CH:29][C:28]=1[C:33](O)=[O:34]. No catalyst specified. The product is [CH3:1][C:2]1[CH:11]=[CH:10][C:9]2[C:4](=[CH:5][CH:6]=[CH:7][C:8]=2[N:12]2[CH2:13][CH2:14][N:15]([CH2:18][CH2:19][C:20]3[CH:21]=[C:22]([NH:23][C:33]([C:28]4[CH:29]=[N:30][CH:31]=[CH:32][N:27]=4)=[O:34])[CH:24]=[CH:25][CH:26]=3)[CH2:16][CH2:17]2)[N:3]=1. The yield is 0.890. (3) The reactants are C(OC([N:8]1[CH2:12][CH2:11][CH2:10][C:9]1([C:16](=[O:26])[C:17]1[CH:22]=[C:21]([F:23])[C:20]([Cl:24])=[C:19]([Cl:25])[CH:18]=1)[CH2:13][CH2:14][CH3:15])=O)(C)(C)C. The catalyst is Cl. The product is [Cl:25][C:19]1[CH:18]=[C:17]([C:16]([C:9]2([CH2:13][CH2:14][CH3:15])[CH2:10][CH2:11][CH2:12][NH:8]2)=[O:26])[CH:22]=[C:21]([F:23])[C:20]=1[Cl:24]. The yield is 1.00. (4) The reactants are [C:1]([O:5][C:6]([N:8]1[CH2:13][CH:12]=[C:11]([C:14]2[N:15]=[C:16]([NH2:28])[C:17]3[N:18]([N:20]=[C:21]([C:23]4[O:24][CH:25]=[CH:26][CH:27]=4)[N:22]=3)[CH:19]=2)[CH2:10][CH2:9]1)=[O:7])([CH3:4])([CH3:3])[CH3:2]. The catalyst is CO.[Pd]. The product is [C:1]([O:5][C:6]([N:8]1[CH2:9][CH2:10][CH:11]([C:14]2[N:15]=[C:16]([NH2:28])[C:17]3[N:18]([N:20]=[C:21]([C:23]4[O:24][CH:25]=[CH:26][CH:27]=4)[N:22]=3)[CH:19]=2)[CH2:12][CH2:13]1)=[O:7])([CH3:4])([CH3:2])[CH3:3]. The yield is 0.0500. (5) The catalyst is N1C=CC=CC=1. The yield is 0.320. The product is [S:24]1[CH:25]=[CH:26][N:27]=[C:23]1[NH:22][S:16]([C:13]1[CH:14]=[CH:15][C:10]([CH:6]2[CH2:7][CH2:8][CH2:9][N:5]2[C:3](=[O:4])[C:2]([F:21])([F:20])[F:1])=[CH:11][CH:12]=1)(=[O:18])=[O:17]. The reactants are [F:1][C:2]([F:21])([F:20])[C:3]([N:5]1[CH2:9][CH2:8][CH2:7][CH:6]1[C:10]1[CH:15]=[CH:14][C:13]([S:16](Cl)(=[O:18])=[O:17])=[CH:12][CH:11]=1)=[O:4].[NH2:22][C:23]1[S:24][CH:25]=[CH:26][N:27]=1. (6) The reactants are [NH2:1][C:2]1[CH:3]=[C:4]2[C:8](=[CH:9][CH:10]=1)[NH:7][CH:6]=[CH:5]2.C(N(CC)CC)C.C([CH:21]([O:28]Cl)[C:22]1[CH:27]=[CH:26][CH:25]=[CH:24][CH:23]=1)(O)=O.[C:30]([O-])([O-])=[O:31].[Na+].[Na+]. The catalyst is C(#N)C. The product is [C:22]1([CH2:21][O:28][C:30](=[O:31])[NH:1][C:2]2[CH:3]=[C:4]3[C:8](=[CH:9][CH:10]=2)[NH:7][CH:6]=[CH:5]3)[CH:23]=[CH:24][CH:25]=[CH:26][CH:27]=1. The yield is 0.250. (7) The reactants are [OH:1][C:2]1[CH:11]=[CH:10][C:5]([C:6]([O:8][CH3:9])=[O:7])=[CH:4][C:3]=1I.[H-].[Na+].[CH3:15][N:16](C=O)C. No catalyst specified. The product is [C:15]([C:3]1[CH:4]=[C:5]([CH:10]=[CH:11][C:2]=1[OH:1])[C:6]([O:8][CH3:9])=[O:7])#[N:16]. The yield is 1.00.